This data is from Full USPTO retrosynthesis dataset with 1.9M reactions from patents (1976-2016). The task is: Predict the reactants needed to synthesize the given product. Given the product [CH3:20][N:21]([C:22]1[CH:27]=[CH:26][CH:25]=[CH:24][CH:23]=1)[CH2:2][CH2:3][CH2:4][CH2:5][CH2:6][C:7]([C:9]1[O:10][C:11]([C:14]2[CH:19]=[CH:18][CH:17]=[CH:16][N:15]=2)=[CH:12][N:13]=1)=[O:8], predict the reactants needed to synthesize it. The reactants are: Br[CH2:2][CH2:3][CH2:4][CH2:5][CH2:6][C:7]([C:9]1[O:10][C:11]([C:14]2[CH:19]=[CH:18][CH:17]=[CH:16][N:15]=2)=[CH:12][N:13]=1)=[O:8].[CH3:20][NH:21][C:22]1[CH:27]=[CH:26][CH:25]=[CH:24][CH:23]=1.